Task: Predict the reactants needed to synthesize the given product.. Dataset: Retrosynthesis with 50K atom-mapped reactions and 10 reaction types from USPTO (1) Given the product Cc1nc2c([nH]1)-c1ccccc1N(C(=O)c1ccc(OCCCN3CCN(CCC(C)(C)C)CC3)c(C)c1)CC2, predict the reactants needed to synthesize it. The reactants are: Cc1cc(C(=O)N2CCc3nc(C)n(Cc4ccccc4)c3-c3ccccc32)ccc1OCCCN1CCN(CCC(C)(C)C)CC1. (2) Given the product Fc1ccc2c(C3CCN(CC4COc5ccccc5O4)CC3)noc2c1, predict the reactants needed to synthesize it. The reactants are: CS(=O)(=O)OCC1COc2ccccc2O1.Fc1ccc2c(C3CCNCC3)noc2c1. (3) Given the product CN(C(=O)c1ccc(Cl)cn1)C1CN(C(=O)C2CCN(C(=O)C3(C)CC3)CC2)CC1c1ccc(Cl)c(Cl)c1, predict the reactants needed to synthesize it. The reactants are: CNC1CN(C(=O)C2CCN(C(=O)C3(C)CC3)CC2)CC1c1ccc(Cl)c(Cl)c1.O=C(O)c1ccc(Cl)cn1. (4) Given the product CC(C)(C)OC(=O)N1CCC(Nc2cc(C(Sc3ccc(Cl)cc3)c3cc(F)ccc3F)c(Cl)cn2)CC1, predict the reactants needed to synthesize it. The reactants are: CC(C)(C)OC(=O)N1CCC(N)CC1.Fc1ccc(F)c(C(Sc2ccc(Cl)cc2)c2cc(Cl)ncc2Cl)c1.